The task is: Predict the reaction yield, written as a fraction of the theoretical maximum amount of product (1.0 means a 100% yield; for example, 0.34 means a 34% yield).. This data is from Reaction yield outcomes from USPTO patents with 853,638 reactions. (1) The reactants are [H-].[Na+].[OH:3][C@H:4]1[CH2:9][CH2:8][CH2:7][N:6]([C:10]([O:12][C:13]([CH3:16])([CH3:15])[CH3:14])=[O:11])[CH2:5]1.Cl[C:18]1[CH:23]=[CH:22][N:21]=[CH:20][C:19]=1[N+:24]([O-:26])=[O:25]. The catalyst is C1COCC1. The product is [N+:24]([C:19]1[CH:20]=[N:21][CH:22]=[CH:23][C:18]=1[O:3][C@H:4]1[CH2:9][CH2:8][CH2:7][N:6]([C:10]([O:12][C:13]([CH3:16])([CH3:15])[CH3:14])=[O:11])[CH2:5]1)([O-:26])=[O:25]. The yield is 0.870. (2) The reactants are O1CCCC1.[Br:6][C:7]1[S:15][C:14]2[C:13]([N:16]3[CH2:21][CH2:20][NH:19][C:18]([CH3:23])([CH3:22])[CH2:17]3)=[N:12][CH:11]=[N:10][C:9]=2[CH:8]=1.[C:24]([O:28][C:29](O[C:29]([O:28][C:24]([CH3:27])([CH3:26])[CH3:25])=[O:30])=[O:30])([CH3:27])([CH3:26])[CH3:25].C(N(CC)C(C)C)(C)C. The catalyst is CN(C)C1C=CN=CC=1. The product is [Br:6][C:7]1[S:15][C:14]2[C:13]([N:16]3[CH2:21][CH2:20][N:19]([C:29]([O:28][C:24]([CH3:27])([CH3:26])[CH3:25])=[O:30])[C:18]([CH3:23])([CH3:22])[CH2:17]3)=[N:12][CH:11]=[N:10][C:9]=2[CH:8]=1. The yield is 0.920. (3) The reactants are [F:1][C:2]1[CH:7]=[C:6](I)[CH:5]=[CH:4][C:3]=1[N:9]1[CH:14]=[C:13]([O:15][CH3:16])[C:12](=[O:17])[C:11]([C:18]2[N:22]([C:23]3[CH:28]=[CH:27][CH:26]=[CH:25][CH:24]=3)[N:21]=[CH:20][CH:19]=2)=[N:10]1.[CH2:29]1[C:31]2([CH2:35][NH:34][C:33](=[O:36])[O:32]2)[CH2:30]1.N[C@@H]1CCCC[C@H]1N.[O-]P([O-])([O-])=O.[K+].[K+].[K+]. The catalyst is O1CCOCC1.CCOC(C)=O.[Cu]I. The product is [F:1][C:2]1[CH:7]=[C:6]([N:34]2[CH2:35][C:31]3([CH2:29][CH2:30]3)[O:32][C:33]2=[O:36])[CH:5]=[CH:4][C:3]=1[N:9]1[CH:14]=[C:13]([O:15][CH3:16])[C:12](=[O:17])[C:11]([C:18]2[N:22]([C:23]3[CH:28]=[CH:27][CH:26]=[CH:25][CH:24]=3)[N:21]=[CH:20][CH:19]=2)=[N:10]1. The yield is 0.720. (4) The reactants are Cl[C:2]1[C:7]([CH2:8][CH:9]([CH3:11])[CH3:10])=[C:6]([N:12]2[CH2:17][CH2:16][CH:15]([C:18]3[N:27]=[C:26]4[C:21]([CH2:22][CH2:23][CH2:24][NH:25]4)=[CH:20][CH:19]=3)[CH2:14][CH2:13]2)[N:5]=[CH:4][N:3]=1.[NH2:28][CH2:29][C@@H:30]([C:42]([O:44][C:45]([CH3:48])([CH3:47])[CH3:46])=[O:43])[NH:31][C:32]([O:34][CH2:35][C:36]1[CH:41]=[CH:40][CH:39]=[CH:38][CH:37]=1)=[O:33].[F-].[Cs+].C1(P(C2C=CC=CC=2)C2C=CC3C(=CC=CC=3)C=2C2C3C(=CC=CC=3)C=CC=2P(C2C=CC=CC=2)C2C=CC=CC=2)C=CC=CC=1. The catalyst is O1CCOCC1.C1C=CC(/C=C/C(/C=C/C2C=CC=CC=2)=O)=CC=1.C1C=CC(/C=C/C(/C=C/C2C=CC=CC=2)=O)=CC=1.C1C=CC(/C=C/C(/C=C/C2C=CC=CC=2)=O)=CC=1.[Pd].[Pd]. The product is [CH3:46][C:45]([O:44][C:42](=[O:43])[C@H:30]([CH2:29][NH:28][C:2]1[C:7]([CH2:8][CH:9]([CH3:11])[CH3:10])=[C:6]([N:12]2[CH2:17][CH2:16][CH:15]([C:18]3[N:27]=[C:26]4[C:21]([CH2:22][CH2:23][CH2:24][NH:25]4)=[CH:20][CH:19]=3)[CH2:14][CH2:13]2)[N:5]=[CH:4][N:3]=1)[NH:31][C:32]([O:34][CH2:35][C:36]1[CH:41]=[CH:40][CH:39]=[CH:38][CH:37]=1)=[O:33])([CH3:48])[CH3:47]. The yield is 0.830. (5) The reactants are [C:1]([C:5]1[CH:10]=[CH:9][C:8]([N+:11]([O-:13])=[O:12])=[CH:7][CH:6]=1)([CH3:4])([CH3:3])[CH3:2].[Br:14]Br.S([O-])(O)=O.[Na+]. The catalyst is S(=O)(=O)(O)O.S([O-])([O-])(=O)=O.[Ag+2]. The product is [Br:14][C:10]1[CH:9]=[C:8]([N+:11]([O-:13])=[O:12])[CH:7]=[CH:6][C:5]=1[C:1]([CH3:4])([CH3:2])[CH3:3]. The yield is 0.980.